Dataset: Reaction yield outcomes from USPTO patents with 853,638 reactions. Task: Predict the reaction yield, written as a fraction of the theoretical maximum amount of product (1.0 means a 100% yield; for example, 0.34 means a 34% yield). (1) The reactants are Br[C:2]1[CH:3]=[C:4]2[C:9](=[CH:10][CH:11]=1)[N:8]=[C:7]([CH3:12])[C:6]([C:13](=[O:18])[C:14]([F:17])([F:16])[F:15])=[C:5]2[C:19]1[CH:24]=[CH:23][C:22]([F:25])=[CH:21][CH:20]=1.[OH:26][C:27]1([C:33]2[CH:38]=[CH:37][CH:36]=[CH:35][CH:34]=2)[CH2:32][CH2:31][NH:30][CH2:29][CH2:28]1. No catalyst specified. The product is [F:15][C:14]([F:17])([F:16])[C:13]([C:6]1[C:7]([CH3:12])=[N:8][C:9]2[C:4]([C:5]=1[C:19]1[CH:20]=[CH:21][C:22]([F:25])=[CH:23][CH:24]=1)=[CH:3][C:2]([N:30]1[CH2:31][CH2:32][C:27]([OH:26])([C:33]3[CH:34]=[CH:35][CH:36]=[CH:37][CH:38]=3)[CH2:28][CH2:29]1)=[CH:11][CH:10]=2)=[O:18]. The yield is 0.320. (2) The reactants are [CH3:1][C:2]1[CH:3]=[C:4]([CH:6]=[C:7]([CH3:9])[CH:8]=1)[NH2:5].C(N(CC)CC)C.[CH2:17]([S:20](Cl)(=[O:22])=[O:21])[CH2:18][CH3:19]. The catalyst is C(Cl)Cl. The product is [CH3:1][C:2]1[CH:3]=[C:4]([NH:5][S:20]([CH2:17][CH2:18][CH3:19])(=[O:22])=[O:21])[CH:6]=[C:7]([CH3:9])[CH:8]=1. The yield is 0.990. (3) The reactants are [OH:1][CH2:2][C@@H:3]([NH:18][C:19](=[O:25])[O:20][C:21]([CH3:24])([CH3:23])[CH3:22])[C@H:4]([C:8]1[CH:13]=[CH:12][C:11]([C:14]([F:17])([F:16])[F:15])=[CH:10][CH:9]=1)/[CH:5]=[CH:6]/[CH3:7].CCN(C(C)C)C(C)C.FC(F)(F)S(O[Si:41]([C:44]([CH3:47])([CH3:46])[CH3:45])([CH3:43])[CH3:42])(=O)=O. The catalyst is C(Cl)Cl. The product is [Si:41]([O:1][CH2:2][C@@H:3]([NH:18][C:19](=[O:25])[O:20][C:21]([CH3:24])([CH3:23])[CH3:22])[C@H:4]([C:8]1[CH:13]=[CH:12][C:11]([C:14]([F:17])([F:16])[F:15])=[CH:10][CH:9]=1)/[CH:5]=[CH:6]/[CH3:7])([C:44]([CH3:47])([CH3:46])[CH3:45])([CH3:43])[CH3:42]. The yield is 0.780.